Dataset: Catalyst prediction with 721,799 reactions and 888 catalyst types from USPTO. Task: Predict which catalyst facilitates the given reaction. (1) Reactant: [NH2:1][C@H:2]1[CH2:7][CH2:6][C@H:5]([NH:8][C:9]2[CH:14]=[C:13]([C:15]3[C:20]([Cl:21])=[CH:19][CH:18]=[C:17]([NH:22][CH2:23][CH:24]4[CH2:29][CH2:28][O:27][C:26]([CH3:31])([CH3:30])[CH2:25]4)[N:16]=3)[C:12]([Cl:32])=[CH:11][N:10]=2)[CH2:4][CH2:3]1.[F:33][C:34]([F:39])([F:38])[C@H:35]1[O:37][CH2:36]1. Product: [Cl:21][C:20]1[C:15]([C:13]2[C:12]([Cl:32])=[CH:11][N:10]=[C:9]([NH:8][C@H:5]3[CH2:6][CH2:7][C@H:2]([NH:1][CH2:36][C@H:35]([OH:37])[C:34]([F:39])([F:38])[F:33])[CH2:3][CH2:4]3)[CH:14]=2)=[N:16][C:17]([NH:22][CH2:23][CH:24]2[CH2:29][CH2:28][O:27][C:26]([CH3:30])([CH3:31])[CH2:25]2)=[CH:18][CH:19]=1. The catalyst class is: 41. (2) Reactant: [CH3:1][O:2][C:3](=[O:23])[CH2:4][C:5]1[C:6](=[O:22])[N:7]([CH2:11][C:12]2[CH:17]=[CH:16][C:15]([O:18][CH3:19])=[CH:14][C:13]=2[O:20][CH3:21])[CH2:8][CH2:9][CH:10]=1. Product: [CH3:1][O:2][C:3](=[O:23])[CH2:4][CH:5]1[CH2:10][CH2:9][CH2:8][N:7]([CH2:11][C:12]2[CH:17]=[CH:16][C:15]([O:18][CH3:19])=[CH:14][C:13]=2[O:20][CH3:21])[C:6]1=[O:22]. The catalyst class is: 19. (3) Product: [CH2:1]([O:3][C:4](=[O:34])[CH2:5][CH2:6][NH:7][C:8](=[O:33])[C:9]1[CH:14]=[CH:13][C:12]([CH:15]([S:23][C:24]2[CH:29]=[C:28]([CH3:30])[C:27]([C:40]3[CH:41]=[CH:42][C:37]([C:36]([F:47])([F:46])[F:35])=[CH:38][CH:39]=3)=[C:26]([CH3:32])[CH:25]=2)[CH2:16][CH2:17][CH2:18][C:19]([F:22])([F:21])[F:20])=[CH:11][CH:10]=1)[CH3:2]. The catalyst class is: 11. Reactant: [CH2:1]([O:3][C:4](=[O:34])[CH2:5][CH2:6][NH:7][C:8](=[O:33])[C:9]1[CH:14]=[CH:13][C:12]([CH:15]([S:23][C:24]2[CH:29]=[C:28]([CH3:30])[C:27](Br)=[C:26]([CH3:32])[CH:25]=2)[CH2:16][CH2:17][CH2:18][C:19]([F:22])([F:21])[F:20])=[CH:11][CH:10]=1)[CH3:2].[F:35][C:36]([F:47])([F:46])[C:37]1[CH:42]=[CH:41][C:40](B(O)O)=[CH:39][CH:38]=1.[F-].[K+]. (4) Reactant: [CH:1](=O)[CH3:2].[C:4]([O:8][C:9]([NH:11][CH2:12][C@H:13]([NH:18][CH2:19][CH3:20])[C:14]([O:16][CH3:17])=[O:15])=[O:10])([CH3:7])([CH3:6])[CH3:5].C([BH3-])#N.[Na+].O. Product: [C:4]([O:8][C:9]([NH:11][CH2:12][C@H:13]([N:18]([CH2:1][CH3:2])[CH2:19][CH3:20])[C:14]([O:16][CH3:17])=[O:15])=[O:10])([CH3:7])([CH3:6])[CH3:5]. The catalyst class is: 7. (5) Reactant: [NH2:1][C:2]1[C:7]([C:8]#N)=[CH:6][C:5]([CH3:10])=[CH:4][N:3]=1.S(=O)(=O)(O)O.C(=O)([O-])[O-:17].[Na+].[Na+].O.[CH2:23]([OH:25])[CH3:24]. Product: [NH2:1][C:2]1[C:7]([C:8]([O:25][CH2:23][CH3:24])=[O:17])=[CH:6][C:5]([CH3:10])=[CH:4][N:3]=1. The catalyst class is: 13.